The task is: Regression/Classification. Given a drug SMILES string, predict its toxicity properties. Task type varies by dataset: regression for continuous values (e.g., LD50, hERG inhibition percentage) or binary classification for toxic/non-toxic outcomes (e.g., AMES mutagenicity, cardiotoxicity, hepatotoxicity). Dataset: herg_karim.. This data is from hERG potassium channel inhibition data for cardiac toxicity prediction from Karim et al.. (1) The compound is CC(C)(O)C1(C(=O)NCc2cc(C(F)(F)F)cc(C(F)(F)F)c2)CCC(N2CCC(c3ccc(F)cc3)CC2)C1. The result is 1 (blocker). (2) The compound is Cc1ccc(CN2[C@H]3CC[C@@H]2C[C@@H](Oc2cccc(C(N)=O)c2)C3)o1. The result is 1 (blocker). (3) The drug is CCOC(=O)N1CCC(CN2CCC3(CC2)CN(C(=O)NC)c2ncccc23)CC1. The result is 1 (blocker). (4) The molecule is Cc1ccc(N(C)C(=O)c2c(-c3ccccc3Cl)noc2C)cc1Cl. The result is 0 (non-blocker). (5) The drug is CC(C)(CN)C(=O)N1CC(c2cc(F)ccc2F)=C[C@H]1c1ccccc1. The result is 1 (blocker). (6) The molecule is CCS(=O)(=O)N1C[C@H](C(=O)Nc2ccc(Cl)cn2)[C@@H](C(=O)Nc2ccc(-n3ccccc3=O)cc2F)C1. The result is 0 (non-blocker).